The task is: Predict the reactants needed to synthesize the given product.. This data is from Full USPTO retrosynthesis dataset with 1.9M reactions from patents (1976-2016). Given the product [Br:26][C:24]1[CH:25]=[C:21]([C@@:13]23[N:12]=[C:10]([NH:9][C:1](=[O:8])[C:2]4[CH:3]=[CH:4][CH:5]=[CH:6][CH:7]=4)[S:11][CH2:19][C@@H:14]2[CH2:15][O:16][CH2:17][CH2:18]3)[S:22][CH:23]=1, predict the reactants needed to synthesize it. The reactants are: [C:1]([NH:9][C:10]([NH:12][C@@:13]1([C:21]2[S:22][CH:23]=[C:24]([Br:26])[CH:25]=2)[CH2:18][CH2:17][O:16][CH2:15][C@H:14]1[CH2:19]O)=[S:11])(=[O:8])[C:2]1[CH:7]=[CH:6][CH:5]=[CH:4][CH:3]=1.